This data is from Forward reaction prediction with 1.9M reactions from USPTO patents (1976-2016). The task is: Predict the product of the given reaction. (1) Given the reactants [O:1]=[C:2]1[C:10]2[C:5](=[CH:6][CH:7]=[CH:8][CH:9]=2)[C:4](=[O:11])[N:3]1[C@@H:12]([CH2:16][CH:17]=[CH2:18])[C:13]([OH:15])=O.CCN=C=NCCCN(C)C.Cl.CC1C=CN=C(N)C=1C.[C:40]1([C@@H:46]([NH:49][CH:50]2[CH2:54][CH2:53][CH2:52][CH2:51]2)[CH:47]=[CH2:48])[CH:45]=[CH:44][CH:43]=[CH:42][CH:41]=1, predict the reaction product. The product is: [CH:50]1([N:49]([C@H:46]([C:40]2[CH:41]=[CH:42][CH:43]=[CH:44][CH:45]=2)[CH:47]=[CH2:48])[C:13](=[O:15])[C@H:12]([N:3]2[C:4](=[O:11])[C:5]3[C:10](=[CH:9][CH:8]=[CH:7][CH:6]=3)[C:2]2=[O:1])[CH2:16][CH:17]=[CH2:18])[CH2:54][CH2:53][CH2:52][CH2:51]1. (2) Given the reactants [CH3:1][O:2][C:3](=[O:27])[NH:4][CH:5]([C:10]([NH:12][N:13]=[CH:14][C:15]1[CH:20]=[CH:19][C:18]([C:21]2[CH:26]=[CH:25][CH:24]=[CH:23][N:22]=2)=[CH:17][CH:16]=1)=[O:11])[C:6]([CH3:9])([CH3:8])[CH3:7].[BH3-]C#N.[Na+].C1(C)C=CC(S(O)(=O)=O)=CC=1, predict the reaction product. The product is: [CH3:1][O:2][C:3](=[O:27])[NH:4][CH:5]([C:10]([NH:12][NH:13][CH2:14][C:15]1[CH:20]=[CH:19][C:18]([C:21]2[CH:26]=[CH:25][CH:24]=[CH:23][N:22]=2)=[CH:17][CH:16]=1)=[O:11])[C:6]([CH3:9])([CH3:8])[CH3:7].